Task: Binary Classification. Given a drug SMILES string, predict its activity (active/inactive) in a high-throughput screening assay against a specified biological target.. Dataset: HIV replication inhibition screening data with 41,000+ compounds from the AIDS Antiviral Screen (1) The compound is CCCCC1Sc2cc(OC)cc(N)c2NC1=O. The result is 0 (inactive). (2) The molecule is CC=CCSc1cc(NC(=S)c2ccsc2C)ccc1Cl. The result is 1 (active). (3) The compound is CC(=NNC(=O)c1ccccc1O)C1=C(C)NC(C)=C(C(C)=NNC(=O)c2ccccc2O)C1C. The result is 0 (inactive). (4) The drug is CC1CCC2c3c([nH]c4ccccc34)C3C(=O)N(C4CCCCC4)C(=O)C3C2C1. The result is 0 (inactive). (5) The compound is O=C(c1ccc([N+](=O)[O-])cc1[N+](=O)[O-])N(N=CC=Cc1ccccc1)c1nnc(-c2ccccc2)c(-c2ccccc2)n1. The result is 0 (inactive). (6) The molecule is CSc1nc(NC2OC(COC(C)=O)C(OC(C)=O)C(OC(C)=O)C2OC(C)=O)c(N=CC=Nc2c(NC3OC(COC(C)=O)C(OC(C)=O)C(OC(C)=O)C3OC(C)=O)nc(SC)n(C)c2=O)c(=O)n1C. The result is 0 (inactive). (7) The drug is N=c1[nH]sc2nc3ccccc3cc12. The result is 0 (inactive).